This data is from Catalyst prediction with 721,799 reactions and 888 catalyst types from USPTO. The task is: Predict which catalyst facilitates the given reaction. (1) Reactant: [CH2:1]([O:3][C:4]([C:6]1[C:7](=[O:31])[C:8]2[C:13]([C:14]=1[C:15]1[CH:20]=[CH:19][CH:18]=[CH:17][CH:16]=1)=[CH:12][CH:11]=[C:10]([O:21][CH2:22][CH2:23][CH2:24][C:25]1[CH:30]=[CH:29][CH:28]=[CH:27][CH:26]=1)[CH:9]=2)=[O:5])[CH3:2].[C:32]1([Mg]Cl)[CH:37]=[CH:36][CH:35]=[CH:34][CH:33]=1. Product: [CH2:1]([O:3][C:4]([C:6]1[C:7]([OH:31])([C:32]2[CH:37]=[CH:36][CH:35]=[CH:34][CH:33]=2)[C:8]2[C:13]([C:14]=1[C:15]1[CH:20]=[CH:19][CH:18]=[CH:17][CH:16]=1)=[CH:12][CH:11]=[C:10]([O:21][CH2:22][CH2:23][CH2:24][C:25]1[CH:26]=[CH:27][CH:28]=[CH:29][CH:30]=1)[CH:9]=2)=[O:5])[CH3:2]. The catalyst class is: 1. (2) Reactant: [CH3:1][N:2]([CH3:34])[C:3]1[C:12]2[C:7](=[CH:8][CH:9]=[CH:10][CH:11]=2)[N:6]=[C:5](/[CH:13]=[CH:14]/[C:15]2[N:20]=[C:19]([N:21]3[CH2:25][CH2:24][CH2:23][CH2:22]3)[CH:18]=[C:17]([CH2:26][O:27]C3CCCCO3)[N:16]=2)[N:4]=1.Cl.O1CCOCC1.CO. Product: [CH3:34][N:2]([CH3:1])[C:3]1[C:12]2[C:7](=[CH:8][CH:9]=[CH:10][CH:11]=2)[N:6]=[C:5](/[CH:13]=[CH:14]/[C:15]2[N:16]=[C:17]([CH2:26][OH:27])[CH:18]=[C:19]([N:21]3[CH2:25][CH2:24][CH2:23][CH2:22]3)[N:20]=2)[N:4]=1. The catalyst class is: 7. (3) Reactant: [CH3:1][CH:2]([CH2:4][C@H:5]([NH:9][C:10]([O:12][CH2:13][C:14]1[CH:19]=[CH:18][CH:17]=[CH:16][CH:15]=1)=[O:11])[C:6]([OH:8])=[O:7])[CH3:3].[NH2:20][C@H:21]([C:26]([OH:28])=[O:27])[CH2:22][CH:23]([CH3:25])[CH3:24].CN(OC)[C:31](=[O:37])[C@H:32]([CH2:34][CH2:35][CH3:36])[NH2:33].[H-].[Al+3].[Li+].[H-].[H-].[H-].S(=O)(=O)(O)[O-].[K+]. Product: [CH3:3][CH:2]([CH2:4][C@H:5]([NH:9][C:10]([O:12][CH2:13][C:14]1[CH:15]=[CH:16][CH:17]=[CH:18][CH:19]=1)=[O:11])[C:6]([OH:8])=[O:7])[CH3:1].[NH2:20][C@H:21]([C:26]([OH:28])=[O:27])[CH2:22][CH:23]([CH3:25])[CH3:24].[NH2:33][C@H:32]([CH:31]=[O:37])[CH2:34][CH2:35][CH3:36]. The catalyst class is: 30. (4) Reactant: ClCCl.[CH:4]([O:7][CH2:8][CH2:9][OH:10])([CH3:6])[CH3:5].C(N(CC)CC)C.[CH3:18][S:19](Cl)(=[O:21])=[O:20]. Product: [CH3:18][S:19]([O:10][CH2:9][CH2:8][O:7][CH:4]([CH3:6])[CH3:5])(=[O:21])=[O:20]. The catalyst class is: 84. (5) Reactant: [Cl:1][C:2]1[CH:7]=[CH:6][CH:5]=[CH:4][C:3]=1[NH:8][C:9]1[O:10][CH2:11][C:12](=[O:19])[C:13]=1[C:14]([O:16][CH2:17][CH3:18])=[O:15].[NH:20]1[C:28]2[C:23](=[CH:24][CH:25]=[CH:26][N:27]=2)[C:22]([CH:29]=O)=[CH:21]1.N1CCCCC1. Product: [NH:20]1[C:28]2=[N:27][CH:26]=[CH:25][CH:24]=[C:23]2[C:22]([CH:29]=[C:11]2[O:10][C:9]([NH:8][C:3]3[CH:4]=[CH:5][CH:6]=[CH:7][C:2]=3[Cl:1])=[C:13]([C:14]([O:16][CH2:17][CH3:18])=[O:15])[C:12]2=[O:19])=[CH:21]1. The catalyst class is: 8. (6) Reactant: F[P-](F)(F)(F)(F)F.[N:8]1(OC(N(C)C)=[N+](C)C)[C:12]2[CH:13]=[CH:14][CH:15]=[CH:16][C:11]=2N=N1.NC1C=CC=CC=1.[CH2:32]([O:34][C:35](=[O:51])[CH2:36][CH2:37][CH2:38][CH2:39][CH2:40][CH:41]([C:45]1[S:49][N:48]=[C:47]([CH3:50])[N:46]=1)[C:42](O)=[O:43])[CH3:33].C(N(CC)CC)C. Product: [CH2:32]([O:34][C:35](=[O:51])[CH2:36][CH2:37][CH2:38][CH2:39][CH2:40][CH:41]([C:45]1[S:49][N:48]=[C:47]([CH3:50])[N:46]=1)[C:42](=[O:43])[NH:8][C:12]1[CH:11]=[CH:16][CH:15]=[CH:14][CH:13]=1)[CH3:33]. The catalyst class is: 4. (7) Reactant: [CH3:1][O:2][CH2:3][CH2:4][NH:5][C:6]([C:8]1[CH:17]=[CH:16][C:11]([C:12]([O:14][CH3:15])=[O:13])=[CH:10][CH:9]=1)=[O:7].[H-].[Na+].[CH3:20]I. Product: [CH3:20][N:5]([CH2:4][CH2:3][O:2][CH3:1])[C:6]([C:8]1[CH:17]=[CH:16][C:11]([C:12]([O:14][CH3:15])=[O:13])=[CH:10][CH:9]=1)=[O:7]. The catalyst class is: 3. (8) Reactant: [Br:1][C:2]1[CH:12]=[N:11][C:5]2[O:6][CH2:7][C:8](=[O:10])[NH:9][C:4]=2[CH:3]=1.C1C(=O)N([Br:20])C(=O)C1. Product: [Br:20][C:12]1[C:2]([Br:1])=[CH:3][C:4]2[NH:9][C:8](=[O:10])[CH2:7][O:6][C:5]=2[N:11]=1. The catalyst class is: 248. (9) Product: [Cl:14][C:15]1[CH:20]=[CH:19][C:18]([NH:21][C:22]([NH:13][C@H:10]2[CH2:9][CH2:8][C@@H:7]([C:1]3[CH:6]=[CH:5][CH:4]=[CH:3][CH:2]=3)[CH2:12][CH2:11]2)=[O:23])=[CH:17][CH:16]=1. Reactant: [C:1]1([C@@H:7]2[CH2:12][CH2:11][C@H:10]([NH2:13])[CH2:9][CH2:8]2)[CH:6]=[CH:5][CH:4]=[CH:3][CH:2]=1.[Cl:14][C:15]1[CH:20]=[CH:19][C:18]([N:21]=[C:22]=[O:23])=[CH:17][CH:16]=1. The catalyst class is: 27.